Dataset: Full USPTO retrosynthesis dataset with 1.9M reactions from patents (1976-2016). Task: Predict the reactants needed to synthesize the given product. (1) Given the product [CH2:13]([O:12][C:10](=[O:11])[NH:1][C:2]1[C:3]([Br:8])=[N:4][CH:5]=[CH:6][CH:7]=1)[CH3:14], predict the reactants needed to synthesize it. The reactants are: [NH2:1][C:2]1[C:3]([Br:8])=[N:4][CH:5]=[CH:6][CH:7]=1.Cl[C:10]([O:12][CH2:13][CH3:14])=[O:11]. (2) Given the product [CH3:1][N:2]1[C:10]2[C:9]([O:11][C:12]3[CH:13]=[CH:14][C:15]([CH2:18][C:19]([OH:21])=[O:20])=[CH:16][CH:17]=3)=[N:8][CH:7]=[N:6][C:5]=2[CH:4]=[CH:3]1, predict the reactants needed to synthesize it. The reactants are: [CH3:1][N:2]1[C:10]2[C:9]([O:11][C:12]3[CH:17]=[CH:16][C:15]([CH2:18][C:19]([O:21]CC)=[O:20])=[CH:14][CH:13]=3)=[N:8][CH:7]=[N:6][C:5]=2[CH:4]=[CH:3]1.[OH-].[Na+].Cl. (3) Given the product [F:24][C:5]1[C:4]([CH2:3][OH:2])=[CH:9][CH:8]=[CH:7][C:6]=1[NH:10][S:11]([C:14]1[CH:19]=[CH:18][C:17]([C:20]([F:23])([F:21])[F:22])=[CH:16][CH:15]=1)(=[O:13])=[O:12], predict the reactants needed to synthesize it. The reactants are: C[O:2][C:3](=O)[C:4]1[CH:9]=[CH:8][CH:7]=[C:6]([NH:10][S:11]([C:14]2[CH:19]=[CH:18][C:17]([C:20]([F:23])([F:22])[F:21])=[CH:16][CH:15]=2)(=[O:13])=[O:12])[C:5]=1[F:24].[AlH4-].[Li+]. (4) Given the product [C:1]([O:5][C:6]([N:8]1[CH2:13][C@@H:12]([C:14](=[O:37])[NH:15][CH2:16][C:17]2([CH2:31][CH2:32][CH2:33][CH2:34][O:35][CH3:36])[C:18]3[CH:19]=[CH:20][CH:21]=[CH:22][C:23]=3[O:24][C:25]3[C:30]2=[CH:29][CH:28]=[CH:27][CH:26]=3)[CH2:11][C@@H:10]([C:38](=[O:40])[N:44]([CH:41]2[CH2:43][CH2:42]2)[CH2:45][CH2:46][CH:47]([CH3:49])[CH3:48])[CH2:9]1)=[O:7])([CH3:2])([CH3:4])[CH3:3], predict the reactants needed to synthesize it. The reactants are: [C:1]([O:5][C:6]([N:8]1[CH2:13][C@@H:12]([C:14](=[O:37])[NH:15][CH2:16][C:17]2([CH2:31][CH2:32][CH2:33][CH2:34][O:35][CH3:36])[C:30]3[CH:29]=[CH:28][CH:27]=[CH:26][C:25]=3[O:24][C:23]3[C:18]2=[CH:19][CH:20]=[CH:21][CH:22]=3)[CH2:11][C@@H:10]([C:38]([OH:40])=O)[CH2:9]1)=[O:7])([CH3:4])([CH3:3])[CH3:2].[CH:41]1([NH:44][CH2:45][CH2:46][CH:47]([CH3:49])[CH3:48])[CH2:43][CH2:42]1.